This data is from Full USPTO retrosynthesis dataset with 1.9M reactions from patents (1976-2016). The task is: Predict the reactants needed to synthesize the given product. (1) Given the product [CH:38]([C:36]1[N:35]=[C:34]([NH:45][C:23]([C:16]2[C:17]3[N:18]=[CH:19][CH:20]=[N:21][C:22]=3[C:13]([C:3]3[C:4]([F:12])=[C:5]([O:10][CH3:11])[CH:6]=[C:7]([O:8][CH3:9])[C:2]=3[F:1])=[CH:14][CH:15]=2)=[O:24])[NH:33][CH:37]=1)=[O:39], predict the reactants needed to synthesize it. The reactants are: [F:1][C:2]1[C:7]([O:8][CH3:9])=[CH:6][C:5]([O:10][CH3:11])=[C:4]([F:12])[C:3]=1[C:13]1[C:22]2[N:21]=[CH:20][CH:19]=[N:18][C:17]=2[C:16]([C:23](O)=[O:24])=[CH:15][CH:14]=1.C(OC([N:33]1[CH:37]=[C:36]([CH:38](OCC)[O:39]CC)[N:35]=[C:34]1[NH2:45])=O)(C)(C)C.CN(C(ON1N=NC2C=CC=CC1=2)=[N+](C)C)C.[B-](F)(F)(F)F.CCN(C(C)C)C(C)C. (2) Given the product [CH:1]1([C:28]2([OH:33])[C:27]3[C:34]([CH3:35])=[C:23]([N:20]4[CH2:21][CH2:22][N:17]([C:14]5[CH:15]=[CH:16][C:11]([O:10][CH3:9])=[CH:12][CH:13]=5)[CH2:18][CH2:19]4)[C:24]([CH3:37])=[C:25]([CH3:36])[C:26]=3[O:30][C:29]2([CH3:31])[CH3:32])[CH2:6][CH2:5][CH2:4][CH2:3][CH2:2]1, predict the reactants needed to synthesize it. The reactants are: [CH:1]1([Mg]Br)[CH2:6][CH2:5][CH2:4][CH2:3][CH2:2]1.[CH3:9][O:10][C:11]1[CH:16]=[CH:15][C:14]([N:17]2[CH2:22][CH2:21][N:20]([C:23]3[C:24]([CH3:37])=[C:25]([CH3:36])[C:26]4[O:30][C:29]([CH3:32])([CH3:31])[C:28](=[O:33])[C:27]=4[C:34]=3[CH3:35])[CH2:19][CH2:18]2)=[CH:13][CH:12]=1.O. (3) The reactants are: [C:1]([C:3]1[CH:11]=[CH:10][CH:9]=[C:8]2[C:4]=1[C:5]([O:12][C@@H:13]1[O:39][C@H:38]([CH2:40][O:41][C:42](=[O:47])[C:43]([CH3:46])([CH3:45])[CH3:44])[C@@H:30]([O:31][C:32](=[O:37])[C:33]([CH3:36])([CH3:35])[CH3:34])[C@H:22]([O:23][C:24](=[O:29])[C:25]([CH3:28])([CH3:27])[CH3:26])[C@H:14]1[O:15][C:16](=[O:21])[C:17]([CH3:20])([CH3:19])[CH3:18])=[N:6][NH:7]2)#[CH:2].I[C:49]1[CH:54]=[CH:53][C:52]([OH:55])=[C:51]([CH3:56])[CH:50]=1. Given the product [OH:55][C:52]1[CH:53]=[CH:54][C:49]([C:2]#[C:1][C:3]2[CH:11]=[CH:10][CH:9]=[C:8]3[C:4]=2[C:5]([O:12][C@@H:13]2[O:39][C@H:38]([CH2:40][O:41][C:42](=[O:47])[C:43]([CH3:46])([CH3:45])[CH3:44])[C@@H:30]([O:31][C:32](=[O:37])[C:33]([CH3:34])([CH3:35])[CH3:36])[C@H:22]([O:23][C:24](=[O:29])[C:25]([CH3:28])([CH3:27])[CH3:26])[C@H:14]2[O:15][C:16](=[O:21])[C:17]([CH3:18])([CH3:19])[CH3:20])=[N:6][NH:7]3)=[CH:50][C:51]=1[CH3:56], predict the reactants needed to synthesize it. (4) Given the product [CH3:29][O:30][C:31]([C:32]1[N:3]=[N:2][N:1]([C:4]2[CH:5]=[CH:6][C:7]([CH3:28])=[C:8]([C:10](=[O:11])[C:12]3[CH:17]=[CH:16][C:15]([NH:18][C:19]4[CH:24]=[CH:23][C:22]([F:25])=[CH:21][C:20]=4[F:26])=[CH:14][C:13]=3[Cl:27])[CH:9]=2)[CH:33]=1)=[O:34], predict the reactants needed to synthesize it. The reactants are: [N:1]([C:4]1[CH:5]=[CH:6][C:7]([CH3:28])=[C:8]([C:10]([C:12]2[CH:17]=[CH:16][C:15]([NH:18][C:19]3[CH:24]=[CH:23][C:22]([F:25])=[CH:21][C:20]=3[F:26])=[CH:14][C:13]=2[Cl:27])=[O:11])[CH:9]=1)=[N+:2]=[N-:3].[CH3:29][O:30][C:31](=[O:34])[C:32]#[CH:33]. (5) Given the product [NH2:1][C:2]1[N:7]=[CH:6][C:5]([C:8]([O:10][CH2:11][CH3:12])=[O:9])=[CH:4][C:3]=1[CH2:13][CH3:14], predict the reactants needed to synthesize it. The reactants are: [NH2:1][C:2]1[N:7]=[CH:6][C:5]([C:8]([O:10][CH2:11][CH3:12])=[O:9])=[CH:4][C:3]=1[CH:13]=[CH2:14]. (6) Given the product [CH2:1]([C:3]1[NH:4][C:5]2[C:10]([C:11]=1[CH:12]=[C:18]1[S:14][C:15](=[O:20])[NH:16][C:17]1=[O:19])=[CH:9][CH:8]=[CH:7][CH:6]=2)[CH3:2], predict the reactants needed to synthesize it. The reactants are: [CH2:1]([C:3]1[NH:4][C:5]2[C:10]([C:11]=1[CH:12]=O)=[CH:9][CH:8]=[CH:7][CH:6]=2)[CH3:2].[S:14]1[CH2:18][C:17](=[O:19])[NH:16][C:15]1=[O:20].